Dataset: Drug-target binding data from BindingDB using Ki measurements. Task: Regression. Given a target protein amino acid sequence and a drug SMILES string, predict the binding affinity score between them. We predict pKi (pKi = -log10(Ki in M); higher means stronger inhibition). Dataset: bindingdb_ki. (1) The compound is CCc1ccn2ccnc2c1N1CCCN([C@@H](CC(N)=O)C2CCN(C(=O)[C@H]3C[C@@H]4CC[C@H]3O4)CC2)CC1. The pKi is 7.7. The target protein (P56485) has sequence MDVHLFDYAEPGNYSDINWPCNSSDCIVVDTVQCPTMPNKNVLLYTLSFIYIFIFVIGMIANSVVVWVNIQAKTTGYDTHCYILNLAIADLWVVITIPVWVVSLVQHNQWPMGELTCKITHLIFSINLFGSIFFLACMSVDRYLSITYFTGTSSYKKKMVRRVVCILVWLLAFFVSLPDTYYLKTVTSASNNETYCRSFYPEHSIKEWLIGMELVSVILGFAVPFTIIAIFYFLLARAMSASGDQEKHSSRKIIFSYVVVFLVCWLPYHFVVLLDIFSILHYIPFTCQLENVLFTALHVTQCLSLVHCCVNPVLYSFINRNYRYELMKAFIFKYSAKTGLTKLIDASRVSETEYSALEQNTK. (2) The compound is CC(=O)N1CCC(c2nnc(SCCCN3CC[C@]4(C[C@@H]4c4ccc(C(F)(F)F)cc4F)C3)n2C)CC1. The target protein (P19020) has sequence MAPLSQISTHLNSTCGAENSTGVNRARPHAYYALSYCALILAIIFGNGLVCAAVLRERALQTTTNYLVVSLAVADLLVATLVMPWVVYLEVTGGVWNFSRICCDVFVTLDVMMCTASILNLCAISIDRYTAVVMPVHYQHGTGQSSCRRVALMITAVWVLAFAVSCPLLFGFNTTGDPSICSISNPDFVIYSSVVSFYVPFGVTVLVYARIYIVLRQRQRKRILTRQNSQCISIRPGFPQQSSCLRLHPIRQFSIRARFLSDATGQMEHIEDKQYPQKCQDPLLSHLQPPSPGQTHGGLKRYYSICQDTALRHPSLEGGAGMSPVERTRNSLSPTMAPKLSLEVRKLSNGRLSTSLRLGPLQPRGVPLREKKATQMVVIVLGAFIVCWLPFFLTHVLNTHCQACHVSPELYRATTWLGYVNSALNPVIYTTFNVEFRKAFLKILSC. The pKi is 8.3.